From a dataset of Reaction yield outcomes from USPTO patents with 853,638 reactions. Predict the reaction yield, written as a fraction of the theoretical maximum amount of product (1.0 means a 100% yield; for example, 0.34 means a 34% yield). (1) The catalyst is O1CCOCC1.C1C=CC(P(C2C=CC=CC=2)[C-]2C=CC=C2)=CC=1.C1C=CC(P(C2C=CC=CC=2)[C-]2C=CC=C2)=CC=1.Cl[Pd]Cl.[Fe+2]. The product is [CH:21]1([CH2:24][O:25][C:26]2[C:27]([C:6]3[C:5]4[CH:17]=[CH:18][O:19][C:4]=4[C:3](=[O:20])[N:2]([CH3:1])[CH:7]=3)=[N:28][C:29]([S:32]([CH3:35])(=[O:34])=[O:33])=[CH:30][CH:31]=2)[CH2:22][CH2:23]1. The reactants are [CH3:1][N:2]1[CH:7]=[C:6](B2OC(C)(C)C(C)(C)O2)[C:5]2[CH:17]=[CH:18][O:19][C:4]=2[C:3]1=[O:20].[CH:21]1([CH2:24][O:25][C:26]2[C:27](I)=[N:28][C:29]([S:32]([CH3:35])(=[O:34])=[O:33])=[CH:30][CH:31]=2)[CH2:23][CH2:22]1.[O-]P([O-])([O-])=O.[K+].[K+].[K+]. The yield is 0.520. (2) The reactants are [F:1][C:2]1[CH:7]=[CH:6][C:5]([N:8]2[CH2:17][CH2:16][C:15]3[C:10](=[CH:11][CH:12]=[C:13]([OH:18])[CH:14]=3)[CH:9]2[CH2:19][C:20]2[CH:25]=[CH:24][C:23]([O:26][CH2:27][CH2:28][CH:29]3[CH2:34][CH2:33][CH2:32][CH2:31][NH:30]3)=[CH:22][CH:21]=2)=[CH:4][CH:3]=1.[H-].[Na+].Br[CH2:38][C:39]([NH2:41])=[O:40]. The catalyst is C1COCC1.CN(C=O)C. The product is [F:1][C:2]1[CH:7]=[CH:6][C:5]([N:8]2[CH2:17][CH2:16][C:15]3[C:10](=[CH:11][CH:12]=[C:13]([O:18][CH2:38][C:39]([NH2:41])=[O:40])[CH:14]=3)[CH:9]2[CH2:19][C:20]2[CH:25]=[CH:24][C:23]([O:26][CH2:27][CH2:28][CH:29]3[CH2:34][CH2:33][CH2:32][CH2:31][NH:30]3)=[CH:22][CH:21]=2)=[CH:4][CH:3]=1. The yield is 0.0480. (3) The reactants are Br[C:2]1[CH:3]=[CH:4][CH:5]=[C:6]2[C:11]=1[N:10]=[CH:9][NH:8][C:7]2=[O:12].[C:13]1([C:13]2[CH:18]=[C:17]3[C:16](C(=O)NC=N3)=[CH:15][CH:14]=2)[CH:18]=[CH:17][CH:16]=[CH:15][CH:14]=1. No catalyst specified. The product is [C:13]1([C:2]2[CH:3]=[CH:4][CH:5]=[C:6]3[C:11]=2[N:10]=[CH:9][NH:8][C:7]3=[O:12])[CH:18]=[CH:17][CH:16]=[CH:15][CH:14]=1. The yield is 0.280. (4) The reactants are [Br:1][C:2]1[C:10]2[C:5](=[CH:6][CH:7]=[C:8]([C:11]([NH2:13])=O)[CH:9]=2)[N:4]([CH:14]2[CH2:19][CH2:18][CH2:17][CH2:16][O:15]2)[N:3]=1.[C:20](O)(=O)C.[NH2:24][NH2:25]. The catalyst is O. The product is [NH:24]1[CH:20]=[N:13][C:11]([C:8]2[CH:9]=[C:10]3[C:5](=[CH:6][CH:7]=2)[N:4]([CH:14]2[CH2:19][CH2:18][CH2:17][CH2:16][O:15]2)[N:3]=[C:2]3[Br:1])=[N:25]1. The yield is 0.930. (5) The reactants are [OH:1][CH2:2][CH2:3][CH2:4][CH2:5][CH2:6][C:7]([O:9][CH2:10][CH3:11])=[O:8].C(N(CC)CC)C.[CH3:19][S:20](Cl)(=[O:22])=[O:21]. The catalyst is ClCCl. The product is [CH3:19][S:20]([O:1][CH2:2][CH2:3][CH2:4][CH2:5][CH2:6][C:7]([O:9][CH2:10][CH3:11])=[O:8])(=[O:22])=[O:21]. The yield is 0.850. (6) The reactants are [CH3:1][C:2]1[CH:11]=[C:10]2[C:5]([C:6]([OH:16])=[CH:7][C:8]([C:12]([O:14]C)=[O:13])=[N:9]2)=[CH:4][CH:3]=1.[Li+].[OH-]. The catalyst is CO.O. The product is [CH3:1][C:2]1[CH:11]=[C:10]2[C:5]([C:6]([OH:16])=[CH:7][C:8]([C:12]([OH:14])=[O:13])=[N:9]2)=[CH:4][CH:3]=1. The yield is 0.980. (7) The reactants are [Cl:1][C:2]1[CH:8]=[CH:7][C:5]([NH2:6])=[C:4]([F:9])[CH:3]=1.[Li]CCCC.Cl[Si](C)(C)CC[Si](Cl)(C)C.Cl[C:26]([O:28][CH2:29][C:30]1[CH:35]=[CH:34][CH:33]=[CH:32][CH:31]=1)=[O:27]. The catalyst is C1COCC1. The product is [NH2:6][C:5]1[C:4]([F:9])=[C:3]([C:2]([Cl:1])=[CH:8][CH:7]=1)[C:26]([O:28][CH2:29][C:30]1[CH:35]=[CH:34][CH:33]=[CH:32][CH:31]=1)=[O:27]. The yield is 0.450.